From a dataset of Full USPTO retrosynthesis dataset with 1.9M reactions from patents (1976-2016). Predict the reactants needed to synthesize the given product. (1) Given the product [N:9]1([C:58](=[O:60])[CH2:57][O:56][C:53]2[CH:54]=[C:55]3[C:50]([CH2:49][CH2:48][N:47]3[C:39]3[C:40]4[CH2:45][S:44](=[O:46])[CH2:43][C:41]=4[N:42]=[C:37]([C:35]4[S:36][C:32]([Cl:31])=[CH:33][CH:34]=4)[N:38]=3)=[CH:51][CH:52]=2)[CH2:8][CH2:7][CH2:11]1, predict the reactants needed to synthesize it. The reactants are: CCN=C=NC[CH2:7][CH2:8][N:9]([CH3:11])C.C1C=CC2N(O)N=NC=2C=1.C(N(C(C)C)CC)(C)C.[Cl:31][C:32]1[S:36][C:35]([C:37]2[N:38]=[C:39]([N:47]3[C:55]4[C:50](=[CH:51][CH:52]=[C:53]([O:56][CH2:57][C:58]([OH:60])=O)[CH:54]=4)[CH2:49][CH2:48]3)[C:40]3[CH2:45][S:44](=[O:46])[CH2:43][C:41]=3[N:42]=2)=[CH:34][CH:33]=1.N1CCC1. (2) Given the product [N:7]1([CH2:13][CH2:14][CH2:15][CH2:16][NH2:17])[CH2:12][CH2:11][O:10][CH2:9][CH2:8]1, predict the reactants needed to synthesize it. The reactants are: [H-].[Al+3].[Li+].[H-].[H-].[H-].[N:7]1([CH2:13][CH2:14][CH2:15][C:16]#[N:17])[CH2:12][CH2:11][O:10][CH2:9][CH2:8]1.O. (3) Given the product [CH2:37]([N:36]([S:33]([N:6]([CH2:5][C:4]([OH:41])=[O:3])[CH2:7][C:8]1[CH:13]=[CH:12][CH:11]=[C:10]([O:14][CH2:15][CH2:16][C:17]2[N:18]=[C:19]([C:23]3[CH:24]=[CH:25][C:26]([C:29]([F:30])([F:31])[F:32])=[CH:27][CH:28]=3)[O:20][C:21]=2[CH3:22])[CH:9]=1)(=[O:34])=[O:35])[CH2:39][CH3:40])[CH3:38], predict the reactants needed to synthesize it. The reactants are: C([O:3][C:4](=[O:41])[CH2:5][N:6]([S:33]([N:36]([CH2:39][CH3:40])[CH2:37][CH3:38])(=[O:35])=[O:34])[CH2:7][C:8]1[CH:13]=[CH:12][CH:11]=[C:10]([O:14][CH2:15][CH2:16][C:17]2[N:18]=[C:19]([C:23]3[CH:28]=[CH:27][C:26]([C:29]([F:32])([F:31])[F:30])=[CH:25][CH:24]=3)[O:20][C:21]=2[CH3:22])[CH:9]=1)C.O.[OH-].[Li+]. (4) Given the product [CH2:20]([O:19][C:15]1[CH:16]=[C:17]([F:18])[C:12]([CH2:11][N:4]2[C:5]3[CH:10]=[CH:9][N:8]=[CH:7][C:6]=3[C:2]([I:23])=[N:3]2)=[C:13]([F:22])[CH:14]=1)[CH3:21], predict the reactants needed to synthesize it. The reactants are: Br[C:2]1[C:6]2[CH:7]=[N:8][CH:9]=[CH:10][C:5]=2[N:4]([CH2:11][C:12]2[C:17]([F:18])=[CH:16][C:15]([O:19][CH2:20][CH3:21])=[CH:14][C:13]=2[F:22])[N:3]=1.[I-:23].[Na+].CNCCNC.